Predict the reaction yield, written as a fraction of the theoretical maximum amount of product (1.0 means a 100% yield; for example, 0.34 means a 34% yield). From a dataset of Reaction yield outcomes from USPTO patents with 853,638 reactions. (1) The reactants are [F:1][CH:2]([F:48])[C:3]1[N:7]([C:8]2[N:13]=[C:12]([N:14]3[CH2:19][CH2:18][N:17]([S:20]([CH2:23][CH2:24][N:25]([CH3:27])[CH3:26])(=[O:22])=[O:21])[CH2:16][CH2:15]3)[N:11]=[C:10]([N:28]3[CH2:33][CH2:32][O:31][CH2:30][CH2:29]3)[N:9]=2)[C:6]2[CH:34]=[C:35]([NH:40]C(=O)OC(C)(C)C)[CH:36]=[C:37]([O:38][CH3:39])[C:5]=2[N:4]=1.N. The catalyst is C(Cl)Cl.C(O)(C(F)(F)F)=O. The product is [NH2:40][C:35]1[CH:36]=[C:37]([O:38][CH3:39])[C:5]2[N:4]=[C:3]([CH:2]([F:48])[F:1])[N:7]([C:8]3[N:9]=[C:10]([N:28]4[CH2:33][CH2:32][O:31][CH2:30][CH2:29]4)[N:11]=[C:12]([N:14]4[CH2:19][CH2:18][N:17]([S:20]([CH2:23][CH2:24][N:25]([CH3:27])[CH3:26])(=[O:22])=[O:21])[CH2:16][CH2:15]4)[N:13]=3)[C:6]=2[CH:34]=1. The yield is 1.00. (2) The reactants are [N:1]1[CH:9]=[C:8]2[C:4]([N:5]([CH2:10][C:11]3[CH:22]=[CH:21][C:14]4[N:15]=[C:16](S(C)=O)[O:17][C:13]=4[CH:12]=3)[CH:6]=[N:7]2)=[N:3][CH:2]=1.[NH2:23][C@@H:24]1[CH2:29][CH2:28][CH2:27][CH2:26][C@H:25]1[OH:30].CCN(C(C)C)C(C)C.O. The catalyst is CC(N(C)C)=O. The product is [N:1]1[CH:9]=[C:8]2[C:4]([N:5]([CH2:10][C:11]3[CH:22]=[CH:21][C:14]4[N:15]=[C:16]([NH:23][C@@H:24]5[CH2:29][CH2:28][CH2:27][CH2:26][C@H:25]5[OH:30])[O:17][C:13]=4[CH:12]=3)[CH:6]=[N:7]2)=[N:3][CH:2]=1. The yield is 0.486.